This data is from NCI-60 drug combinations with 297,098 pairs across 59 cell lines. The task is: Regression. Given two drug SMILES strings and cell line genomic features, predict the synergy score measuring deviation from expected non-interaction effect. (1) Drug 1: CS(=O)(=O)C1=CC(=C(C=C1)C(=O)NC2=CC(=C(C=C2)Cl)C3=CC=CC=N3)Cl. Synergy scores: CSS=11.2, Synergy_ZIP=-1.29, Synergy_Bliss=-0.170, Synergy_Loewe=1.41, Synergy_HSA=1.55. Drug 2: CCCCCOC(=O)NC1=NC(=O)N(C=C1F)C2C(C(C(O2)C)O)O. Cell line: RXF 393. (2) Drug 1: C#CCC(CC1=CN=C2C(=N1)C(=NC(=N2)N)N)C3=CC=C(C=C3)C(=O)NC(CCC(=O)O)C(=O)O. Drug 2: CCC1(C2=C(COC1=O)C(=O)N3CC4=CC5=C(C=CC(=C5CN(C)C)O)N=C4C3=C2)O.Cl. Cell line: NCI-H226. Synergy scores: CSS=8.70, Synergy_ZIP=-1.28, Synergy_Bliss=3.31, Synergy_Loewe=0.481, Synergy_HSA=-0.297. (3) Drug 1: CCC1=CC2CC(C3=C(CN(C2)C1)C4=CC=CC=C4N3)(C5=C(C=C6C(=C5)C78CCN9C7C(C=CC9)(C(C(C8N6C)(C(=O)OC)O)OC(=O)C)CC)OC)C(=O)OC. Drug 2: C1=CC=C(C=C1)NC(=O)CCCCCCC(=O)NO. Cell line: HCT116. Synergy scores: CSS=68.0, Synergy_ZIP=2.09, Synergy_Bliss=0.0756, Synergy_Loewe=-1.13, Synergy_HSA=2.61. (4) Drug 1: C1=CC(=CC=C1C#N)C(C2=CC=C(C=C2)C#N)N3C=NC=N3. Drug 2: N.N.Cl[Pt+2]Cl. Cell line: SF-295. Synergy scores: CSS=30.4, Synergy_ZIP=1.17, Synergy_Bliss=-0.0783, Synergy_Loewe=-5.46, Synergy_HSA=-3.42. (5) Drug 1: CCC1(CC2CC(C3=C(CCN(C2)C1)C4=CC=CC=C4N3)(C5=C(C=C6C(=C5)C78CCN9C7C(C=CC9)(C(C(C8N6C=O)(C(=O)OC)O)OC(=O)C)CC)OC)C(=O)OC)O.OS(=O)(=O)O. Drug 2: CS(=O)(=O)OCCCCOS(=O)(=O)C. Cell line: HOP-92. Synergy scores: CSS=-3.26, Synergy_ZIP=1.01, Synergy_Bliss=0.412, Synergy_Loewe=-7.42, Synergy_HSA=-4.56. (6) Drug 1: CN1C(=O)N2C=NC(=C2N=N1)C(=O)N. Drug 2: CC(C)(C#N)C1=CC(=CC(=C1)CN2C=NC=N2)C(C)(C)C#N. Cell line: SNB-19. Synergy scores: CSS=-0.897, Synergy_ZIP=-0.518, Synergy_Bliss=-2.33, Synergy_Loewe=-2.66, Synergy_HSA=-2.51. (7) Drug 1: CC1=CC=C(C=C1)C2=CC(=NN2C3=CC=C(C=C3)S(=O)(=O)N)C(F)(F)F. Drug 2: C1=NC2=C(N=C(N=C2N1C3C(C(C(O3)CO)O)O)F)N. Cell line: LOX IMVI. Synergy scores: CSS=6.51, Synergy_ZIP=1.75, Synergy_Bliss=-0.730, Synergy_Loewe=0.0503, Synergy_HSA=0.392.